This data is from Reaction yield outcomes from USPTO patents with 853,638 reactions. The task is: Predict the reaction yield, written as a fraction of the theoretical maximum amount of product (1.0 means a 100% yield; for example, 0.34 means a 34% yield). The reactants are C(O[CH:4](OCC)[CH2:5][S:6][C:7]1[CH:12]=[CH:11][CH:10]=[CH:9][C:8]=1[O:13][CH3:14])C. The catalyst is ClC1C=CC=CC=1. The product is [CH3:14][O:13][C:8]1[C:7]2[S:6][CH:5]=[CH:4][C:12]=2[CH:11]=[CH:10][CH:9]=1. The yield is 0.750.